This data is from Blood-brain barrier penetration binary classification data from Martins et al.. The task is: Regression/Classification. Given a drug SMILES string, predict its absorption, distribution, metabolism, or excretion properties. Task type varies by dataset: regression for continuous measurements (e.g., permeability, clearance, half-life) or binary classification for categorical outcomes (e.g., BBB penetration, CYP inhibition). Dataset: bbb_martins. (1) The drug is NCCCN1c2ccccc2Sc2ccc(Cl)cc21. The result is 1 (penetrates BBB). (2) The drug is CO[C@H]1/C=C/O[C@@]2(C)Oc3c(C)c(O)c4c(O)c(cc(O)c4c3C2=O)NC(=O)/C(C)=C\C=C\[C@H](C)[C@H](O)[C@@H](C)[C@@H](O)[C@@H](C)[C@H](OC(C)=O)[C@@H]1C. The result is 0 (does not penetrate BBB). (3) The drug is NCC1OC(OC2C(N)CC(N)C(OC3OC(CO)C(O)C(N)C3O)C2O)C(N)C(O)C1O. The result is 0 (does not penetrate BBB).